Dataset: Forward reaction prediction with 1.9M reactions from USPTO patents (1976-2016). Task: Predict the product of the given reaction. (1) Given the reactants [H-].[H-].[H-].[H-].[Li+].[Al+3].[O:7]1[C:11]2([CH2:21][CH2:20][C:14]3([CH2:18][CH2:17][NH:16][C:15]3=O)[CH2:13][CH2:12]2)[O:10][CH2:9][CH2:8]1, predict the reaction product. The product is: [O:7]1[C:11]2([CH2:21][CH2:20][C:14]3([CH2:18][CH2:17][NH:16][CH2:15]3)[CH2:13][CH2:12]2)[O:10][CH2:9][CH2:8]1. (2) Given the reactants [F:1][C:2]1[CH:7]=[CH:6][C:5]([N+:8]([O-:10])=[O:9])=[C:4](F)[C:3]=1[CH:12]=[CH2:13].[CH3:14][CH:15]([NH2:18])[CH:16]=[CH2:17].C(=O)([O-])[O-].[K+].[K+], predict the reaction product. The product is: [F:1][C:2]1[C:3]([CH:12]=[CH2:13])=[C:4]([NH:18][CH:15]([CH3:14])[CH:16]=[CH2:17])[C:5]([N+:8]([O-:10])=[O:9])=[CH:6][CH:7]=1. (3) The product is: [CH3:2][O:3][C:4]1[C:9]([C:14]2[CH:15]=[C:16]([NH2:17])[CH:18]=[CH:19][CH:20]=2)=[CH:8][CH:7]=[CH:6][N:5]=1. Given the reactants O.[CH3:2][O:3][C:4]1[C:9](B(O)O)=[CH:8][CH:7]=[CH:6][N:5]=1.Br[C:14]1[CH:15]=[C:16]([CH:18]=[CH:19][CH:20]=1)[NH2:17].C([O-])([O-])=O.[Na+].[Na+], predict the reaction product. (4) Given the reactants [O:1]=[C:2]1[N:6]([C:7]2[CH:8]=[CH:9][C:10]3[C:16](=[O:17])[CH2:15][CH2:14][CH2:13][CH2:12][C:11]=3[CH:18]=2)[CH2:5][C@H:4]([CH2:19][NH:20][C:21](=[O:23])[CH3:22])[O:3]1.[OH:24][CH2:25][CH2:26][O:27][C:28]1[CH:35]=[CH:34][C:31]([CH:32]=O)=[CH:30][CH:29]=1.N1CCCCC1, predict the reaction product. The product is: [OH:24][CH2:25][CH2:26][O:27][C:28]1[CH:35]=[CH:34][C:31]([CH:32]=[C:15]2[CH2:14][CH2:13][CH2:12][C:11]3[CH:18]=[C:7]([N:6]4[CH2:5][C@H:4]([CH2:19][NH:20][C:21](=[O:23])[CH3:22])[O:3][C:2]4=[O:1])[CH:8]=[CH:9][C:10]=3[C:16]2=[O:17])=[CH:30][CH:29]=1. (5) Given the reactants [CH3:1][N:2]1[CH:6]=[C:5]([NH:7][C:8]([C:10]2[N:11]([CH3:27])[CH:12]=[C:13]([NH:15][C:16]([C:18]3[N:19]([CH3:26])[CH:20]=[C:21]([N+:23]([O-:25])=[O:24])[CH:22]=3)=[O:17])[CH:14]=2)=[O:9])[CH:4]=[C:3]1[C:28](O)=[O:29].[ClH:31].Cl.[NH2:33][CH2:34][CH2:35][NH:36][C:37]([NH2:39])=[NH:38].O.ON1C2C=CC=CC=2N=N1.C(=O)(O)[O-].[Na+], predict the reaction product. The product is: [ClH:31].[CH3:1][N:2]1[CH:6]=[C:5]([NH:7][C:8]([C:10]2[N:11]([CH3:27])[CH:12]=[C:13]([NH:15][C:16]([C:18]3[N:19]([CH3:26])[CH:20]=[C:21]([N+:23]([O-:25])=[O:24])[CH:22]=3)=[O:17])[CH:14]=2)=[O:9])[CH:4]=[C:3]1[C:28]([NH:33][CH2:34][CH2:35][NH:36][C:37]([NH2:39])=[NH:38])=[O:29]. (6) Given the reactants Cl[C:2]1[C:11]2[C:6](=[C:7]([Cl:14])[C:8]([O:12][CH3:13])=[CH:9][CH:10]=2)[N:5]=[C:4]([C:15]2[S:16][CH:17]=[C:18]([C:20]([F:23])([F:22])[F:21])[N:19]=2)[CH:3]=1.[CH:24]1([S:27]([NH:30][C:31]([C@@:33]23[CH2:48][C@H:47]2[CH:46]=[CH:45][CH2:44][CH2:43][CH2:42][CH2:41][CH2:40][C@H:39]([NH:49][C:50](=[O:56])[O:51][C:52]([CH3:55])([CH3:54])[CH3:53])[C:38](=[O:57])[N:37]2[CH2:58][C@H:59]([OH:61])[CH2:60][C@H:36]2[C:35](=[O:62])[NH:34]3)=[O:32])(=[O:29])=[O:28])[CH2:26][CH2:25]1.CC(C)([O-])C.[K+], predict the reaction product. The product is: [Cl:14][C:7]1[C:8]([O:12][CH3:13])=[CH:9][CH:10]=[C:11]2[C:6]=1[N:5]=[C:4]([C:15]1[S:16][CH:17]=[C:18]([C:20]([F:23])([F:22])[F:21])[N:19]=1)[CH:3]=[C:2]2[O:61][C@H:59]1[CH2:58][N:37]2[C:38](=[O:57])[C@@H:39]([NH:49][C:50](=[O:56])[O:51][C:52]([CH3:53])([CH3:54])[CH3:55])[CH2:40][CH2:41][CH2:42][CH2:43][CH2:44][CH:45]=[CH:46][C@@H:47]3[CH2:48][C@@:33]3([C:31](=[O:32])[NH:30][S:27]([CH:24]3[CH2:26][CH2:25]3)(=[O:28])=[O:29])[NH:34][C:35](=[O:62])[C@@H:36]2[CH2:60]1. (7) Given the reactants Cl[C:2]1[N:10]=[C:9]2[C:5]([N:6]=[C:7]([CH:12]=[C:13]3[CH2:16][N:15]([C:17]([O:19][C:20]([CH3:23])([CH3:22])[CH3:21])=[O:18])[CH2:14]3)[N:8]2[CH3:11])=[C:4]([N:24]2[CH2:29][CH2:28][O:27][CH2:26][CH2:25]2)[N:3]=1.[CH2:30]([C:32]1[NH:33][C:34]2[CH:40]=[CH:39][CH:38]=[CH:37][C:35]=2[N:36]=1)[CH3:31].C(=O)([O-])[O-].[Cs+].[Cs+], predict the reaction product. The product is: [CH3:11][N:8]1[C:7]([CH:12]=[C:13]2[CH2:14][N:15]([C:17]([O:19][C:20]([CH3:21])([CH3:22])[CH3:23])=[O:18])[CH2:16]2)=[N:6][C:5]2[C:9]1=[N:10][C:2]([N:33]1[C:34]3[CH:40]=[CH:39][CH:38]=[CH:37][C:35]=3[N:36]=[C:32]1[CH2:30][CH3:31])=[N:3][C:4]=2[N:24]1[CH2:29][CH2:28][O:27][CH2:26][CH2:25]1. (8) The product is: [CH3:1][O:2][C:3]1[C:4]2[C:17]([C:18]3[CH:23]=[CH:22][CH:21]=[CH:20][CH:19]=3)=[C:16]([C:24]3[CH:25]=[CH:26][C:27]([C:30]4([NH2:34])[CH2:33][CH2:32][CH2:31]4)=[CH:28][CH:29]=3)[O:15][C:5]=2[N:6]=[C:7]([N:9]2[CH2:10][CH2:11][O:12][CH2:13][CH2:14]2)[N:8]=1. Given the reactants [CH3:1][O:2][C:3]1[C:4]2[C:17]([C:18]3[CH:23]=[CH:22][CH:21]=[CH:20][CH:19]=3)=[C:16]([C:24]3[CH:29]=[CH:28][C:27]([C:30]4([NH:34]C(=O)OC(C)(C)C)[CH2:33][CH2:32][CH2:31]4)=[CH:26][CH:25]=3)[O:15][C:5]=2[N:6]=[C:7]([N:9]2[CH2:14][CH2:13][O:12][CH2:11][CH2:10]2)[N:8]=1.C(O)(C(F)(F)F)=O, predict the reaction product. (9) Given the reactants [CH2:1]1[C:5]2([CH2:10][CH2:9][NH:8][CH2:7][CH2:6]2)[CH2:4][CH2:3][N:2]1[C:11]1[CH:12]=[C:13]([CH:16]=[CH:17][N:18]=1)[C:14]#[N:15].[CH3:19][C:20]1[C:28]([C@@H:29]2[CH2:31][O:30]2)=[CH:27][CH:26]=[C:25]2[C:21]=1[CH2:22][O:23][C:24]2=[O:32], predict the reaction product. The product is: [OH:30][C@H:29]([C:28]1[C:20]([CH3:19])=[C:21]2[C:25](=[CH:26][CH:27]=1)[C:24](=[O:32])[O:23][CH2:22]2)[CH2:31][N:8]1[CH2:7][CH2:6][C:5]2([CH2:1][N:2]([C:11]3[CH:12]=[C:13]([CH:16]=[CH:17][N:18]=3)[C:14]#[N:15])[CH2:3][CH2:4]2)[CH2:10][CH2:9]1. (10) Given the reactants [C:1]([N:4]1[C:13]2[C:8](=[CH:9][C:10]([C:14]3[CH:15]=[CH:16][C:17]([N:20]4[CH2:25][CH2:24][N:23](C(OC(C)(C)C)=O)[CH2:22][CH2:21]4)=[N:18][CH:19]=3)=[CH:11][CH:12]=2)[C@H:7]([NH:33][C:34]([O:36][CH:37]([CH3:39])[CH3:38])=[O:35])[CH2:6][C@@H:5]1[CH3:40])(=[O:3])[CH3:2].C([Cl:44])(=O)C, predict the reaction product. The product is: [ClH:44].[C:1]([N:4]1[C:13]2[C:8](=[CH:9][C:10]([C:14]3[CH:19]=[N:18][C:17]([N:20]4[CH2:21][CH2:22][NH:23][CH2:24][CH2:25]4)=[CH:16][CH:15]=3)=[CH:11][CH:12]=2)[C@H:7]([NH:33][C:34](=[O:35])[O:36][CH:37]([CH3:38])[CH3:39])[CH2:6][C@@H:5]1[CH3:40])(=[O:3])[CH3:2].